Dataset: Catalyst prediction with 721,799 reactions and 888 catalyst types from USPTO. Task: Predict which catalyst facilitates the given reaction. (1) Reactant: [NH:1]1[CH2:6][CH2:5][CH2:4][CH2:3][CH2:2]1.[F:7][C:8]1[CH:9]=[C:10]([N+:15]([O-:17])=[O:16])[CH:11]=[CH:12][C:13]=1F.C(N(C(C)C)CC)(C)C. Product: [F:7][C:8]1[CH:9]=[C:10]([N+:15]([O-:17])=[O:16])[CH:11]=[CH:12][C:13]=1[N:1]1[CH2:6][CH2:5][CH2:4][CH2:3][CH2:2]1. The catalyst class is: 10. (2) Reactant: I[C:2]1[C:11]2=[CH:12][N:13]([C@@H:15]3[O:21][C@H:20]([CH2:22][OH:23])[C@@H:18]([OH:19])[C@@:16]3([CH3:24])[OH:17])[N:14]=[C:9]3[C:10]2=[C:4]([C:5](=[O:25])[NH:6][N:7]=[CH:8]3)[CH:3]=1.[C:26]([Cu])#[N:27]. Product: [C:26]([C:2]1[C:11]2=[CH:12][N:13]([C@@H:15]3[O:21][C@H:20]([CH2:22][OH:23])[C@@H:18]([OH:19])[C@@:16]3([CH3:24])[OH:17])[N:14]=[C:9]3[C:10]2=[C:4]([C:5](=[O:25])[NH:6][N:7]=[CH:8]3)[CH:3]=1)#[N:27]. The catalyst class is: 3.